Task: Predict the reactants needed to synthesize the given product.. Dataset: Full USPTO retrosynthesis dataset with 1.9M reactions from patents (1976-2016) Given the product [CH:17]([C:14]1[CH:13]=[CH:12][C:11]([CH:7]2[C:6]3[C:5]([CH3:20])=[C:4]([NH:21][C:22](=[O:28])[CH2:23][C:24]([CH3:27])([CH3:25])[CH3:26])[C:3]([CH3:29])=[C:2]([C:37]4[CH:38]=[CH:39][CH:40]=[C:35]([N:30]5[CH2:31][CH2:32][CH2:33][CH2:34]5)[CH:36]=4)[C:10]=3[O:9][CH2:8]2)=[CH:16][CH:15]=1)([CH3:19])[CH3:18], predict the reactants needed to synthesize it. The reactants are: Br[C:2]1[C:10]2[O:9][CH2:8][CH:7]([C:11]3[CH:16]=[CH:15][C:14]([CH:17]([CH3:19])[CH3:18])=[CH:13][CH:12]=3)[C:6]=2[C:5]([CH3:20])=[C:4]([NH:21][C:22](=[O:28])[CH2:23][C:24]([CH3:27])([CH3:26])[CH3:25])[C:3]=1[CH3:29].[N:30]1([C:35]2[CH:36]=[C:37](B(O)O)[CH:38]=[CH:39][CH:40]=2)[CH2:34][CH2:33][CH2:32][CH2:31]1.